From a dataset of Forward reaction prediction with 1.9M reactions from USPTO patents (1976-2016). Predict the product of the given reaction. (1) Given the reactants [H-].[Na+].[CH2:3]([O:10][C:11]1[CH:16]=[CH:15][C:14]([CH2:17][CH2:18][OH:19])=[CH:13][CH:12]=1)[C:4]1[CH:9]=[CH:8][CH:7]=[CH:6][CH:5]=1.Br[CH2:21][CH2:22][CH2:23][Cl:24].[I-].[K+].[Cl-].[NH4+], predict the reaction product. The product is: [CH2:3]([O:10][C:11]1[CH:12]=[CH:13][C:14]([CH2:17][CH2:18][O:19][CH2:21][CH2:22][CH2:23][Cl:24])=[CH:15][CH:16]=1)[C:4]1[CH:5]=[CH:6][CH:7]=[CH:8][CH:9]=1. (2) Given the reactants [O:1]1[C:10]2[CH:9]=[C:8]([CH:11](O)[CH2:12][Si](C)(C)C)[N:7]=[CH:6][C:5]=2[O:4][CH2:3][CH2:2]1.CC([O-])(C)C.[K+], predict the reaction product. The product is: [CH:11]([C:8]1[N:7]=[CH:6][C:5]2[O:4][CH2:3][CH2:2][O:1][C:10]=2[CH:9]=1)=[CH2:12]. (3) Given the reactants [CH2:1]([O:4][C:5]1[CH:10]=[C:9]([Cl:11])[C:8]([CH2:12][C:13]2[CH:18]=[CH:17][C:16]([O:19][CH2:20][CH3:21])=[CH:15][CH:14]=2)=[CH:7][C:6]=1[C@@H:22]1[O:27][C@H:26]([CH2:28][O:29][CH2:30][CH2:31][CH2:32][CH2:33][CH2:34][O:35][Si](C(C)(C)C)(C2C=CC=CC=2)C2C=CC=CC=2)[C@@H:25]([O:53][CH2:54][C:55]2[CH:60]=[CH:59][CH:58]=[CH:57][CH:56]=2)[C@H:24]([O:61][CH2:62][C:63]2[CH:68]=[CH:67][CH:66]=[CH:65][CH:64]=2)[C@H:23]1[O:69][CH2:70][C:71]1[CH:76]=[CH:75][CH:74]=[CH:73][CH:72]=1)[CH:2]=[CH2:3].[F-].C([N+](CCCC)(CCCC)CCCC)CCC, predict the reaction product. The product is: [CH2:1]([O:4][C:5]1[CH:10]=[C:9]([Cl:11])[C:8]([CH2:12][C:13]2[CH:14]=[CH:15][C:16]([O:19][CH2:20][CH3:21])=[CH:17][CH:18]=2)=[CH:7][C:6]=1[C@@H:22]1[O:27][C@H:26]([CH2:28][O:29][CH2:30][CH2:31][CH2:32][CH2:33][CH2:34][OH:35])[C@@H:25]([O:53][CH2:54][C:55]2[CH:56]=[CH:57][CH:58]=[CH:59][CH:60]=2)[C@H:24]([O:61][CH2:62][C:63]2[CH:68]=[CH:67][CH:66]=[CH:65][CH:64]=2)[C@H:23]1[O:69][CH2:70][C:71]1[CH:76]=[CH:75][CH:74]=[CH:73][CH:72]=1)[CH:2]=[CH2:3].